This data is from Forward reaction prediction with 1.9M reactions from USPTO patents (1976-2016). The task is: Predict the product of the given reaction. (1) Given the reactants [C:1]([O:8][CH3:9])(=[O:7])/[CH:2]=[CH:3]/[C:4]([O-])=[O:5].Cl.C(N=C=NCCCN(C)C)C.[N:22]1([CH2:28][CH2:29][CH2:30][CH2:31][OH:32])[CH2:27][CH2:26][O:25][CH2:24][CH2:23]1, predict the reaction product. The product is: [C:1]([O:8][CH3:9])(=[O:7])/[CH:2]=[CH:3]/[C:4]([O:32][CH2:31][CH2:30][CH2:29][CH2:28][N:22]1[CH2:27][CH2:26][O:25][CH2:24][CH2:23]1)=[O:5]. (2) Given the reactants [NH:1]1[C:10]2[C:5](=[N:6][CH:7]=[CH:8][CH:9]=2)[CH:4]=[CH:3][C:2]1=O.P(Cl)(Cl)([Cl:14])=O, predict the reaction product. The product is: [Cl:14][C:2]1[CH:3]=[CH:4][C:5]2[C:10](=[CH:9][CH:8]=[CH:7][N:6]=2)[N:1]=1. (3) Given the reactants Br.[NH2:2][C:3]1[C:4]([OH:17])=[C:5]([C:9]2[O:13][C:12]([C:14]([OH:16])=[O:15])=[CH:11][CH:10]=2)[CH:6]=[CH:7][CH:8]=1.[N:18]([O-])=O.[Na+].[CH2:22]1[C:30]2[C:25](=[CH:26][C:27]([N:31]3[C:35](=[O:36])[CH2:34][C:33]([CH3:37])=[N:32]3)=[CH:28][CH:29]=2)[CH2:24][CH2:23]1.C(=O)(O)[O-].[Na+], predict the reaction product. The product is: [OH:17][C:4]1[C:3]([NH:2][N:18]=[C:34]2[C:35](=[O:36])[N:31]([C:27]3[CH:26]=[C:25]4[C:30](=[CH:29][CH:28]=3)[CH2:22][CH2:23][CH2:24]4)[N:32]=[C:33]2[CH3:37])=[CH:8][CH:7]=[CH:6][C:5]=1[C:9]1[O:13][C:12]([C:14]([OH:16])=[O:15])=[CH:11][CH:10]=1. (4) Given the reactants [Br:1][C:2]1[C:3](Cl)=[N:4][C:5]([Cl:8])=[N:6][CH:7]=1.[CH3:10][CH:11]([CH3:14])[CH2:12][OH:13].[H-].[Na+].O, predict the reaction product. The product is: [Br:1][C:2]1[C:3]([O:13][CH2:12][CH:11]([CH3:14])[CH3:10])=[N:4][C:5]([Cl:8])=[N:6][CH:7]=1. (5) The product is: [O:25]=[C:16]1[N:15]([C:13]2[CH:12]=[N:11][C:10]3[C:26]4[NH:29][N:2]=[CH:4][C:5]=4[CH2:6][CH2:7][CH2:8][C:9]=3[CH:14]=2)[CH2:19][C@H:18]([CH2:20][NH:21][C:22](=[O:24])[CH3:23])[O:17]1. Given the reactants C[N:2]([CH:4]=[C:5]1[C:26](=O)[C:10]2=[N:11][CH:12]=[C:13]([N:15]3[CH2:19][C@H:18]([CH2:20][NH:21][C:22](=[O:24])[CH3:23])[O:17][C:16]3=[O:25])[CH:14]=[C:9]2[CH2:8][CH2:7][CH2:6]1)C.O.[NH2:29]N.O.C(OCC)(=O)C, predict the reaction product.